Dataset: Peptide-MHC class II binding affinity with 134,281 pairs from IEDB. Task: Regression. Given a peptide amino acid sequence and an MHC pseudo amino acid sequence, predict their binding affinity value. This is MHC class II binding data. (1) The peptide sequence is QTIKECQMQCWRSFL. The MHC is DRB1_0101 with pseudo-sequence DRB1_0101. The binding affinity (normalized) is 0.523. (2) The peptide sequence is SGQVVTYALNTITNLKK. The MHC is DRB3_0202 with pseudo-sequence DRB3_0202. The binding affinity (normalized) is 0.936. (3) The peptide sequence is VTMNDVKIEYSGTNN. The MHC is HLA-DPA10201-DPB10101 with pseudo-sequence HLA-DPA10201-DPB10101. The binding affinity (normalized) is 0.397. (4) The peptide sequence is YDKFLANVSTKLTGK. The MHC is DRB1_0101 with pseudo-sequence DRB1_0101. The binding affinity (normalized) is 0.970. (5) The peptide sequence is PLFLIVAALVFLILC. The MHC is DRB1_0101 with pseudo-sequence DRB1_0101. The binding affinity (normalized) is 0.251. (6) The peptide sequence is RWQVVAPQLPDDLMI. The MHC is DRB1_0901 with pseudo-sequence DRB1_0901. The binding affinity (normalized) is 0.215.